This data is from Catalyst prediction with 721,799 reactions and 888 catalyst types from USPTO. The task is: Predict which catalyst facilitates the given reaction. Reactant: [C:1]([O:5][C:6]([N:8]1[CH2:13][CH2:12][CH:11]([C:14]([OH:16])=O)[CH2:10][CH2:9]1)=[O:7])([CH3:4])([CH3:3])[CH3:2].C(N(C(C)C)CC)(C)C.CN(C(ON1N=NC2C=CC=CC1=2)=[N+](C)C)C.[B-](F)(F)(F)F.FC(F)(F)C(O)=O.[CH3:55][O:56][C:57](=[O:72])[C:58]1[CH:63]=[CH:62][C:61]([C:64]2[CH:69]=[CH:68][N:67]=[C:66]([CH2:70][NH2:71])[CH:65]=2)=[CH:60][CH:59]=1. Product: [C:1]([O:5][C:6]([N:8]1[CH2:9][CH2:10][CH:11]([C:14](=[O:16])[NH:71][CH2:70][C:66]2[CH:65]=[C:64]([C:61]3[CH:62]=[CH:63][C:58]([C:57]([O:56][CH3:55])=[O:72])=[CH:59][CH:60]=3)[CH:69]=[CH:68][N:67]=2)[CH2:12][CH2:13]1)=[O:7])([CH3:2])([CH3:3])[CH3:4]. The catalyst class is: 2.